From a dataset of Forward reaction prediction with 1.9M reactions from USPTO patents (1976-2016). Predict the product of the given reaction. (1) Given the reactants [Cl:1][C:2]1[CH:3]=[N:4][C:5]2[C:10]([C:11]=1O)=[C:9]1[O:13][CH2:14][CH2:15][O:16][C:8]1=[CH:7][CH:6]=2.P(Br)(Br)[Br:18].C(=O)([O-])[O-].[Na+].[Na+], predict the reaction product. The product is: [Br:18][C:11]1[C:10]2[C:5](=[CH:6][CH:7]=[C:8]3[O:16][CH2:15][CH2:14][O:13][C:9]3=2)[N:4]=[CH:3][C:2]=1[Cl:1]. (2) Given the reactants [F:1][C:2]1([F:17])[C:10](=[O:11])[C:9]2[C:8]3[CH2:12][CH2:13][NH:14][CH2:15][CH2:16][C:7]=3[CH:6]=[CH:5][C:4]=2[CH2:3]1.CCN(C(C)C)C(C)C.[C:27](O[C:27]([O:29][C:30]([CH3:33])([CH3:32])[CH3:31])=[O:28])([O:29][C:30]([CH3:33])([CH3:32])[CH3:31])=[O:28], predict the reaction product. The product is: [C:30]([O:29][C:27]([N:14]1[CH2:13][CH2:12][C:8]2[C:9]3[C:10](=[O:11])[C:2]([F:1])([F:17])[CH2:3][C:4]=3[CH:5]=[CH:6][C:7]=2[CH2:16][CH2:15]1)=[O:28])([CH3:33])([CH3:32])[CH3:31]. (3) The product is: [Br:9][CH2:21][CH2:22][C:17]1[C:18](=[O:19])[O:5][C:4]2[C:6]([C:14]=1[CH3:15])=[CH:7][C:8]([OH:12])=[CH:1][CH:3]=2. Given the reactants [C:1]1([CH:8]=[CH:7][CH:6]=[C:4]([OH:5])[CH:3]=1)O.[BrH:9].C(O)(=[O:12])C.[C:14]([CH:17]1[CH2:22][CH2:21]O[C:18]1=[O:19])(=O)[CH3:15], predict the reaction product. (4) Given the reactants [CH3:1][C:2]1[CH:19]=[CH:18][C:17]([CH3:20])=[CH:16][C:3]=1[CH2:4][O:5][CH:6]1[CH2:11][CH2:10][N:9]([S:12]([CH3:15])(=[O:14])=[O:13])[CH2:8][CH2:7]1.[Li+].C[Si]([N-][Si](C)(C)C)(C)C.[C:31](Cl)(=[O:33])[CH3:32].[Cl-].[NH4+], predict the reaction product. The product is: [CH3:1][C:2]1[CH:19]=[CH:18][C:17]([CH3:20])=[CH:16][C:3]=1[CH2:4][O:5][CH:6]1[CH2:7][CH2:8][N:9]([S:12]([CH2:15][C:31](=[O:33])[CH3:32])(=[O:13])=[O:14])[CH2:10][CH2:11]1. (5) Given the reactants [Cl:1][C:2]1[CH:3]=[C:4]([CH2:9][N:10]2[C:14]([CH3:15])=[C:13]([C:16]([NH:18][C:19]3[S:20][C:21]([C:24]([O:26]C)=[O:25])=[CH:22][N:23]=3)=[O:17])[N:12]=[N:11]2)[CH:5]=[CH:6][C:7]=1[Cl:8].[OH-].[Na+], predict the reaction product. The product is: [Cl:1][C:2]1[CH:3]=[C:4]([CH2:9][N:10]2[C:14]([CH3:15])=[C:13]([C:16]([NH:18][C:19]3[S:20][C:21]([C:24]([OH:26])=[O:25])=[CH:22][N:23]=3)=[O:17])[N:12]=[N:11]2)[CH:5]=[CH:6][C:7]=1[Cl:8]. (6) Given the reactants [F:1][C:2]1[CH:16]=[C:15]([N+:17]([O-:19])=[O:18])[CH:14]=[CH:13][C:3]=1[O:4][C:5]1[CH:6]=[CH:7][C:8]([O:11]C)=[N:9][CH:10]=1.Cl[Si](C)(C)C.[I-].[Na+], predict the reaction product. The product is: [F:1][C:2]1[CH:16]=[C:15]([N+:17]([O-:19])=[O:18])[CH:14]=[CH:13][C:3]=1[O:4][C:5]1[CH:6]=[CH:7][C:8](=[O:11])[NH:9][CH:10]=1.